The task is: Predict the reactants needed to synthesize the given product.. This data is from Full USPTO retrosynthesis dataset with 1.9M reactions from patents (1976-2016). (1) The reactants are: Cl[C:2]1[CH:7]=[C:6]([O:8][C:9]2[C:10]([CH3:16])=[N:11][C:12]([CH3:15])=[CH:13][CH:14]=2)[CH:5]=[CH:4][N:3]=1.[NH2:17][C:18]1[CH:23]=[CH:22][C:21]([S:24]([NH:27][CH2:28][CH2:29]Cl)(=[O:26])=[O:25])=[CH:20][CH:19]=1.O.C1(C)C=CC(S(O)(=O)=O)=CC=1.[NH:43]1[CH2:48][CH2:47][O:46][CH2:45][CH2:44]1. Given the product [CH3:16][C:10]1[C:9]([O:8][C:6]2[CH:5]=[CH:4][N:3]=[C:2]([NH:17][C:18]3[CH:23]=[CH:22][C:21]([S:24]([NH:27][CH2:28][CH2:29][N:43]4[CH2:48][CH2:47][O:46][CH2:45][CH2:44]4)(=[O:26])=[O:25])=[CH:20][CH:19]=3)[CH:7]=2)=[CH:14][CH:13]=[C:12]([CH3:15])[N:11]=1, predict the reactants needed to synthesize it. (2) The reactants are: [CH3:1][N:2]1[C:6]2[CH:7]=[CH:8][CH:9]=[CH:10][C:5]=2[N:4]=[C:3]1[CH2:11][N:12]([CH2:30]C=O)[C:13](=[O:29])[O:14][CH2:15][CH:16]1[C:28]2[CH:27]=[CH:26][CH:25]=[CH:24][C:23]=2[C:22]2[C:17]1=[CH:18][CH:19]=[CH:20][CH:21]=2.[BH3-][C:34]#[N:35].[Na+].[C:37]([OH:40])(=[O:39])[CH3:38]. Given the product [CH:18]1[C:17]2[CH:16]([CH2:15][O:14][C:13]([N:12]([CH2:11][C:3]3[N:2]([CH3:1])[C:6]4[CH:7]=[CH:8][CH:9]=[CH:10][C:5]=4[N:4]=3)[CH2:30][CH2:34][NH:35][C@@H:38]([C@@H:5]([CH3:10])[CH2:6][CH3:7])[C:37]([O:40][C:16]([CH3:28])([CH3:17])[CH3:15])=[O:39])=[O:29])[C:28]3[C:23](=[CH:24][CH:25]=[CH:26][CH:27]=3)[C:22]=2[CH:21]=[CH:20][CH:19]=1, predict the reactants needed to synthesize it. (3) Given the product [I:18][C:2]1[CH:7]=[C:6]([C:8]([O:10][CH2:11][CH3:12])=[O:9])[N:5]=[C:4]([C:13]([O:15][CH2:16][CH3:17])=[O:14])[CH:3]=1, predict the reactants needed to synthesize it. The reactants are: Br[C:2]1[CH:7]=[C:6]([C:8]([O:10][CH2:11][CH3:12])=[O:9])[N:5]=[C:4]([C:13]([O:15][CH2:16][CH3:17])=[O:14])[CH:3]=1.[IH:18].C([O-])(O)=O.[Na+]. (4) The reactants are: C([NH:9][C:10]([NH:12][C:13]1[S:14][C:15]2[C:21]([C:22]3[CH:27]=[CH:26][CH:25]=[CH:24][CH:23]=3)=[CH:20][CH:19]=[C:18]([O:28][CH3:29])[C:16]=2[N:17]=1)=[S:11])(=O)C1C=CC=CC=1.C1COCC1.C[O-].[Na+]. Given the product [CH3:29][O:28][C:18]1[C:16]2[N:17]=[C:13]([NH:12][C:10]([NH2:9])=[S:11])[S:14][C:15]=2[C:21]([C:22]2[CH:27]=[CH:26][CH:25]=[CH:24][CH:23]=2)=[CH:20][CH:19]=1, predict the reactants needed to synthesize it. (5) Given the product [NH2:1][C:2]1[N:11]=[C:10]([O:12][CH2:13][CH:14]2[CH2:16][CH2:15]2)[C:9]2[C:4](=[CH:5][CH:6]=[C:7]([C:22]3[CH:23]=[CH:24][C:19]([F:18])=[CH:20][CH:21]=3)[CH:8]=2)[N:3]=1, predict the reactants needed to synthesize it. The reactants are: [NH2:1][C:2]1[N:11]=[C:10]([O:12][CH2:13][CH:14]2[CH2:16][CH2:15]2)[C:9]2[C:4](=[CH:5][CH:6]=[C:7](Br)[CH:8]=2)[N:3]=1.[F:18][C:19]1[CH:24]=[CH:23][C:22](B(O)O)=[CH:21][CH:20]=1.FC1C=CC(C2C=C3C(=CC=2)N=CN=C3O)=CC=1. (6) Given the product [CH3:13][C@@H:14]1[CH2:15][N:16]([C:2]2[CH:12]=[CH:11][C:5]3[O:6][CH2:7][C:8](=[O:10])[NH:9][C:4]=3[CH:3]=2)[C@H:17]([C:20]2[CH:21]=[CH:22][CH:23]=[CH:24][CH:25]=2)[CH2:18][O:19]1, predict the reactants needed to synthesize it. The reactants are: Br[C:2]1[CH:12]=[CH:11][C:5]2[O:6][CH2:7][C:8](=[O:10])[NH:9][C:4]=2[CH:3]=1.[CH3:13][C@H:14]1[O:19][CH2:18][C@@H:17]([C:20]2[CH:25]=[CH:24][CH:23]=[CH:22][CH:21]=2)[NH:16][CH2:15]1.